From a dataset of Forward reaction prediction with 1.9M reactions from USPTO patents (1976-2016). Predict the product of the given reaction. (1) Given the reactants CN(C)CC#CC1C=C([C@@H]2[C@@H](C3C=CC=C(F)C=3)OC(=O)N2)C=NC=1.Br[C:27]1[CH:28]=[C:29]([C@@H:33]2[C@@H:37]([C:38]3[CH:43]=[CH:42][CH:41]=[C:40]([O:44][CH3:45])[CH:39]=3)[O:36][C:35](=[O:46])[NH:34]2)[CH:30]=[N:31][CH:32]=1.[C:47]([CH:49]1[CH2:52][C:51]([F:54])([F:53])[CH2:50]1)#[CH:48], predict the reaction product. The product is: [F:53][C:51]1([F:54])[CH2:52][CH:49]([C:47]#[C:48][C:27]2[CH:28]=[C:29]([C@@H:33]3[C@@H:37]([C:38]4[CH:43]=[CH:42][CH:41]=[C:40]([O:44][CH3:45])[CH:39]=4)[O:36][C:35](=[O:46])[NH:34]3)[CH:30]=[N:31][CH:32]=2)[CH2:50]1. (2) Given the reactants [C:1]([O:5][C:6]([NH:8][C@@:9]12[CH2:16][CH2:15][CH2:14][C@:13]1([F:17])[CH2:12][N:11]([C@@H](C1C=CC=CC=1)C)[CH2:10]2)=[O:7])([CH3:4])([CH3:3])[CH3:2].[H][H], predict the reaction product. The product is: [C:1]([O:5][C:6]([NH:8][C@@:9]12[CH2:16][CH2:15][CH2:14][C@:13]1([F:17])[CH2:12][NH:11][CH2:10]2)=[O:7])([CH3:4])([CH3:2])[CH3:3]. (3) The product is: [O:11]1[CH2:15][CH:16]1[CH2:17][O:10][C:7]1[CH:8]=[CH:9][C:4]2[N:3]=[CH:2][S:1][C:5]=2[CH:6]=1. Given the reactants [S:1]1[C:5]2[CH:6]=[C:7]([OH:10])[CH:8]=[CH:9][C:4]=2[N:3]=[CH:2]1.[O:11]1[C:15]2[CH:16]=[CH:17]C=CC=2N=C1, predict the reaction product.